Dataset: NCI-60 drug combinations with 297,098 pairs across 59 cell lines. Task: Regression. Given two drug SMILES strings and cell line genomic features, predict the synergy score measuring deviation from expected non-interaction effect. (1) Drug 1: CC1=CC=C(C=C1)C2=CC(=NN2C3=CC=C(C=C3)S(=O)(=O)N)C(F)(F)F. Drug 2: C1CN(CCN1C(=O)CCBr)C(=O)CCBr. Cell line: NCI-H322M. Synergy scores: CSS=-1.44, Synergy_ZIP=0.516, Synergy_Bliss=-0.234, Synergy_Loewe=-1.35, Synergy_HSA=-1.99. (2) Drug 1: C1=NC2=C(N1)C(=S)N=C(N2)N. Drug 2: CC12CCC3C(C1CCC2OP(=O)(O)O)CCC4=C3C=CC(=C4)OC(=O)N(CCCl)CCCl.[Na+]. Cell line: LOX IMVI. Synergy scores: CSS=32.7, Synergy_ZIP=0.621, Synergy_Bliss=-3.67, Synergy_Loewe=-6.20, Synergy_HSA=-0.928. (3) Drug 1: CS(=O)(=O)CCNCC1=CC=C(O1)C2=CC3=C(C=C2)N=CN=C3NC4=CC(=C(C=C4)OCC5=CC(=CC=C5)F)Cl. Drug 2: CN(CCCl)CCCl.Cl. Cell line: NCI-H460. Synergy scores: CSS=49.7, Synergy_ZIP=2.33, Synergy_Bliss=-0.595, Synergy_Loewe=-5.52, Synergy_HSA=0.709. (4) Drug 1: C1C(C(OC1N2C=C(C(=O)NC2=O)F)CO)O. Drug 2: CC1=C2C(C(=O)C3(C(CC4C(C3C(C(C2(C)C)(CC1OC(=O)C(C(C5=CC=CC=C5)NC(=O)C6=CC=CC=C6)O)O)OC(=O)C7=CC=CC=C7)(CO4)OC(=O)C)O)C)OC(=O)C. Cell line: MOLT-4. Synergy scores: CSS=46.6, Synergy_ZIP=0.416, Synergy_Bliss=4.47, Synergy_Loewe=-5.06, Synergy_HSA=3.05.